This data is from hERG Central: cardiac toxicity at 1µM, 10µM, and general inhibition. The task is: Predict hERG channel inhibition at various concentrations. (1) The molecule is CCN(CC)CCCNC(=O)c1[nH]c2ccccc2c1Sc1ccc(Cl)cc1. Results: hERG_inhib (hERG inhibition (general)): blocker. (2) The molecule is FC(F)(F)COc1nc(N/N=C/c2cccnc2)nc(N2CCCCC2c2ccccn2)n1. Results: hERG_inhib (hERG inhibition (general)): blocker. (3) The compound is CC(C)(C)OC(=O)N1CCC(c2c(C(=O)N3CCN(C4CCCCC4)CC3)cnn2-c2ccccc2)CC1. Results: hERG_inhib (hERG inhibition (general)): blocker. (4) The compound is COc1cc(NC(=O)c2ccccc2)c(OC)cc1NC(=O)CN1C(=O)NC2(CCCCC2)C1=O. Results: hERG_inhib (hERG inhibition (general)): blocker. (5) The molecule is COc1ccccc1C(=O)Nc1ccnn1C1CCN(C/C=C/c2ccc(F)cc2)CC1. Results: hERG_inhib (hERG inhibition (general)): blocker. (6) The compound is O=C(N/C(=C\c1ccc([N+](=O)[O-])cc1)C(=O)N1CCCCC1)c1ccco1. Results: hERG_inhib (hERG inhibition (general)): blocker. (7) The drug is CC[C@]12CCCN3CCc4c(n(c5ccccc45)[C@@](O)(C(=O)OC)C1)[C@@H]32. Results: hERG_inhib (hERG inhibition (general)): blocker.